From a dataset of Forward reaction prediction with 1.9M reactions from USPTO patents (1976-2016). Predict the product of the given reaction. Given the reactants [CH3:1][N:2]1[C:6]([N:7]2[CH:11]=[CH:10][CH:9]=[N:8]2)=[C:5]([C:12]([OH:14])=O)[CH:4]=[N:3]1.CCN(C(C)C)C(C)C.[B-](F)(F)(F)F.CN(C(ON1C(=O)CCC1=O)=[N+](C)C)C.Cl.[NH2:45][CH:46]1[CH:53]2[CH2:54][CH:49]3[CH2:50][CH:51]([CH2:55][CH:47]1[CH2:48]3)[CH2:52]2, predict the reaction product. The product is: [CH:47]12[CH2:55][CH:51]3[CH2:50][CH:49]([CH2:54][CH:53]([CH2:52]3)[CH:46]1[NH:45][C:12]([C:5]1[CH:4]=[N:3][N:2]([CH3:1])[C:6]=1[N:7]1[CH:11]=[CH:10][CH:9]=[N:8]1)=[O:14])[CH2:48]2.